From a dataset of Experimentally validated miRNA-target interactions with 360,000+ pairs, plus equal number of negative samples. Binary Classification. Given a miRNA mature sequence and a target amino acid sequence, predict their likelihood of interaction. (1) The miRNA is hsa-miR-1299 with sequence UUCUGGAAUUCUGUGUGAGGGA. The protein sequence of the target gene is MEMPEEPANSGHSLPPVYIYSPEYVSICDSLVKVPKRASMVHSLIEAYALHKQMRIVKPKVASMEEMATFHTDAYLQHLQKVSQEGDEDHPDSIEYGLGYDCPATEGIFDYAAAIGGGTITAAQCLIDGKCKVAINWSGGWHHAKKDEASGFCYLNDAVLGILRLRRKFDRILYVDLDLHHGDGVEDAFSFTSKVMTVSLHKFSPGFFPGTGDMSDVGLGKGRYYSVNVPIQDGIQDEKYYHICESVLKEVYQAFNPKAVVLQLGADTIAGDPMCSFNMTPVGIGKCLKYVLQWQLATLI.... Result: 0 (no interaction). (2) The protein sequence of the target gene is MVMFKKIKSFEVVFNDPEKVYGSGEKVAGRVIVEVCEVTRVKAVRILACGVAKVLWMQGSQQCKQTSEYLRYEDTLLLEDQPTGENEMVIMRPGNKYEYKFGFELPQGPLGTSFKGKYGCVDYWVKAFLDRPSQPTQETKKNFEVVDLVDVNTPDLMAPVSAKKEKKVSCMFIPDGRVSVSARIDRKGFCEGDEISIHADFENTCSRIVVPKAAIVARHTYLANGQTKVLTQKLSSVRGNHIISGTCASWRGKSLRVQKIRPSILGCNILRVEYSLLIYVSVPGSKKVILDLPLVIGSRS.... The miRNA is hsa-miR-3670 with sequence AGAGCUCACAGCUGUCCUUCUCUA. Result: 1 (interaction). (3) The miRNA is mmu-miR-471-5p with sequence UACGUAGUAUAGUGCUUUUCAC. The protein sequence of the target gene is MIHLGHILFLLLLPVAAAQTTPGERSSLPAFYPGTSGSCSGCGSLSLPLLAGLVAADAVASLLIVGAVFLCARPRRSPAQEDGKVYINMPGRG. Result: 0 (no interaction). (4) The miRNA is hsa-miR-5003-3p with sequence UACUUUUCUAGGUUGUUGGGG. The protein sequence of the target gene is MLGICRGRRKFLAASLSLLCIPAITWIYLFSGSFEDGKPVSLSPLESQAHSPRYTASSQRERESLEVRMREVEEENRALRRQLSLAQGRAPSHRRGNHSKTYSMEEGTGDSENLRAGIVAGNSSECGQQPVVEKCETIHVAIVCAGYNASRDVVTLVKSVLFHRRNPLHFHLIADSIAEQILATLFQTWMVPAVRVDFYNADELKSEVSWIPNKHYSGIYGLMKLVLTKTLPANLERVIVLDTDITFATDIAELWAVFHKFKGQQVLGLVENQSDWYLGNLWKNHRPWPALGRGYNTGVI.... Result: 0 (no interaction).